From a dataset of Full USPTO retrosynthesis dataset with 1.9M reactions from patents (1976-2016). Predict the reactants needed to synthesize the given product. (1) Given the product [N:39]1([C:18]([CH:16]2[CH2:17][N:14]([CH:1]([C:2]3[CH:7]=[CH:6][CH:5]=[CH:4][CH:3]=3)[C:8]3[CH:9]=[CH:10][CH:11]=[CH:12][CH:13]=3)[CH2:15]2)=[O:19])[CH2:36][CH2:35][CH2:34]1, predict the reactants needed to synthesize it. The reactants are: [CH:1]([N:14]1[CH2:17][CH:16]([C:18](O)=[O:19])[CH2:15]1)([C:8]1[CH:13]=[CH:12][CH:11]=[CH:10][CH:9]=1)[C:2]1[CH:7]=[CH:6][CH:5]=[CH:4][CH:3]=1.CN([P+](O[N:39]1N=[N:39][C:34]2[CH:35]=[CH:36][CH:36]=[CH:35][C:34]1=2)(N(C)C)N(C)C)C.F[P-](F)(F)(F)(F)F.Cl.N1CCC1.[OH-].[Na+]. (2) Given the product [F:27][C:2]([F:1])([F:26])[C:3]1[CH:4]=[CH:5][C:6]([O:9][C:10]2[CH:11]=[CH:12][C:13]([O:16][C:17]([N:19]3[CH2:20][CH2:21][CH:22]([O:25][N:37]4[CH:38]=[CH:39][N:40]=[C:36]4[C:33]4[CH:34]=[CH:35][C:30]([O:29][CH3:28])=[CH:31][CH:32]=4)[CH2:23][CH2:24]3)=[O:18])=[CH:14][CH:15]=2)=[N:7][CH:8]=1, predict the reactants needed to synthesize it. The reactants are: [F:1][C:2]([F:27])([F:26])[C:3]1[CH:4]=[CH:5][C:6]([O:9][C:10]2[CH:15]=[CH:14][C:13]([O:16][C:17]([N:19]3[CH2:24][CH2:23][CH:22]([OH:25])[CH2:21][CH2:20]3)=[O:18])=[CH:12][CH:11]=2)=[N:7][CH:8]=1.[CH3:28][O:29][C:30]1[CH:35]=[CH:34][C:33]([C:36]2[N:37](O)[CH:38]=[CH:39][N:40]=2)=[CH:32][CH:31]=1.C(OCC)(=O)C.CCCCCCC.Cl. (3) Given the product [Cl:1][C:2]1[CH:3]=[CH:4][C:5]([NH:8][C:9]([C:11]2[CH:12]=[CH:13][C:14]([O:15][C:16]3[CH:25]=[C:24]4[C:19]([CH:20]([C:26]([OH:28])=[O:27])[CH2:21][CH2:22][O:23]4)=[CH:18][C:17]=3[C:33]#[N:34])=[CH:35][CH:36]=2)=[O:10])=[N:6][CH:7]=1, predict the reactants needed to synthesize it. The reactants are: [Cl:1][C:2]1[CH:3]=[CH:4][C:5]([NH:8][C:9]([C:11]2[CH:36]=[CH:35][C:14]([O:15][C:16]3[CH:25]=[C:24]4[C:19]([CH:20]([C:26]([O:28]C(C)(C)C)=[O:27])[CH2:21][CH2:22][O:23]4)=[CH:18][C:17]=3[C:33]#[N:34])=[CH:13][CH:12]=2)=[O:10])=[N:6][CH:7]=1. (4) Given the product [CH2:15]([N:14]([CH3:22])[CH2:13][CH2:12][CH2:11][CH2:10][NH2:9])[C:16]1[CH:21]=[CH:20][CH:19]=[CH:18][CH:17]=1, predict the reactants needed to synthesize it. The reactants are: C(C[NH:9][CH2:10][CH2:11][CH2:12][CH2:13][N:14]1[C:22](=O)[C:21]2[C:16](=[CH:17][CH:18]=[CH:19][CH:20]=2)[C:15]1=O)C1C=CC=CC=1.O.NN. (5) The reactants are: I([O-])(=O)(=O)=O.[Na+].C([O-])(=O)C.[NH4+].CC1(C)C(C)(C)[O:16][B:15]([C:20]2[CH:25]=[CH:24][C:23]([N:26]([C:43](=[O:52])/[CH:44]=[CH:45]/[C:46]3[CH:51]=[CH:50][CH:49]=[CH:48][CH:47]=3)[CH2:27][C:28]([N:30]3[CH2:34][CH2:33][C@H:32]([NH:35][C:36](=[O:42])[O:37][C:38]([CH3:41])([CH3:40])[CH3:39])[CH2:31]3)=[O:29])=[CH:22][CH:21]=2)[O:14]1. Given the product [B:15]([C:20]1[CH:21]=[CH:22][C:23]([N:26]([C:43](=[O:52])/[CH:44]=[CH:45]/[C:46]2[CH:51]=[CH:50][CH:49]=[CH:48][CH:47]=2)[CH2:27][C:28]([N:30]2[CH2:34][CH2:33][C@H:32]([NH:35][C:36](=[O:42])[O:37][C:38]([CH3:41])([CH3:40])[CH3:39])[CH2:31]2)=[O:29])=[CH:24][CH:25]=1)([OH:14])[OH:16], predict the reactants needed to synthesize it.